From a dataset of Forward reaction prediction with 1.9M reactions from USPTO patents (1976-2016). Predict the product of the given reaction. (1) Given the reactants [Cl:1][C:2]1[C:7]([Cl:8])=[CH:6][C:5]([N:9]2[CH2:14][CH2:13][N:12]([CH2:15][CH2:16][C:17]([F:20])([F:19])[F:18])[CH2:11][CH2:10]2)=[C:4]([N+:21]([O-])=O)[CH:3]=1.[BH4-].[Na+], predict the reaction product. The product is: [Cl:8][C:7]1[C:2]([Cl:1])=[CH:3][C:4]([NH2:21])=[C:5]([N:9]2[CH2:10][CH2:11][N:12]([CH2:15][CH2:16][C:17]([F:19])([F:20])[F:18])[CH2:13][CH2:14]2)[CH:6]=1. (2) Given the reactants [CH3:1][C:2]([CH3:7])([CH3:6])[CH2:3][CH:4]=O.[CH3:8][C:9]1[CH:25]=[C:24]([C:26]([N:28]2[CH2:37][C:36]3[CH:35]=[N:34][N:33]([CH3:38])[C:32]=3[NH:31][C:30]3[CH:39]=[CH:40][CH:41]=[CH:42][C:29]2=3)=[O:27])[CH:23]=[CH:22][C:10]=1[CH2:11][NH:12][C:13](=[O:21])[CH2:14][CH:15]1[CH2:20][CH2:19][NH:18][CH2:17][CH2:16]1.C([BH3-])#N.[Na+], predict the reaction product. The product is: [CH3:1][C:2]([CH3:7])([CH3:6])[CH2:3][CH2:4][N:18]1[CH2:17][CH2:16][CH:15]([CH2:14][C:13]([NH:12][CH2:11][C:10]2[CH:22]=[CH:23][C:24]([C:26]([N:28]3[CH2:37][C:36]4[CH:35]=[N:34][N:33]([CH3:38])[C:32]=4[NH:31][C:30]4[CH:39]=[CH:40][CH:41]=[CH:42][C:29]3=4)=[O:27])=[CH:25][C:9]=2[CH3:8])=[O:21])[CH2:20][CH2:19]1. (3) Given the reactants Br[C:2]1[N:6]([CH:7]([CH:9]2[CH2:14][CH2:13][CH2:12][CH2:11][CH2:10]2)[CH3:8])[C:5]([CH3:15])=[C:4]([C:16]([O:18][CH2:19][CH3:20])=[O:17])[CH:3]=1.C([O-])([O-])=O.[Cs+].[Cs+].[C:27]([C:31]1[CH:32]=[C:33](B2OC(C)(C)C(C)(C)O2)[CH:34]=[C:35]([C:37]([CH3:40])([CH3:39])[CH3:38])[CH:36]=1)([CH3:30])([CH3:29])[CH3:28], predict the reaction product. The product is: [CH:9]1([CH:7]([N:6]2[C:2]([C:33]3[CH:32]=[C:31]([C:27]([CH3:29])([CH3:28])[CH3:30])[CH:36]=[C:35]([C:37]([CH3:40])([CH3:39])[CH3:38])[CH:34]=3)=[CH:3][C:4]([C:16]([O:18][CH2:19][CH3:20])=[O:17])=[C:5]2[CH3:15])[CH3:8])[CH2:14][CH2:13][CH2:12][CH2:11][CH2:10]1. (4) Given the reactants [N:1]1([CH:11]2[C:15]3[CH:16]=[CH:17][CH:18]=[CH:19][C:14]=3[O:13][CH:12]2[CH2:20]O)[C:10]2[C:5](=[CH:6][CH:7]=[CH:8][CH:9]=2)[CH2:4][CH2:3][CH2:2]1.CNC[S:25]([C:28]1[CH:33]=[CH:32][CH:31]=[CH:30][C:29]=1[N+:34]([O-:36])=[O:35])(=[O:27])=[O:26].C1(P(C2C=CC=CC=2)C2C=CC=CC=2)C=CC=CC=1.CC(O[C:60](/[N:62]=N/C(OC(C)C)=O)=O)C.[Cl-].[NH4+], predict the reaction product. The product is: [N:1]1([CH:11]2[C:15]3[CH:16]=[CH:17][CH:18]=[CH:19][C:14]=3[O:13][CH:12]2[CH2:20][N:62]([CH3:60])[S:25]([C:28]2[CH:33]=[CH:32][CH:31]=[CH:30][C:29]=2[N+:34]([O-:36])=[O:35])(=[O:26])=[O:27])[C:10]2[C:5](=[CH:6][CH:7]=[CH:8][CH:9]=2)[CH2:4][CH2:3][CH2:2]1. (5) Given the reactants [O:1]=[C:2]1[C:11]2[C:6](=[CH:7][CH:8]=[CH:9][CH:10]=2)[C:5]2[C:12](=[O:19])[C:13]3[CH:14]=[CH:15][CH:16]=[CH:17][C:18]=3[C:4]=2[NH:3]1.[BH4-].[Na+], predict the reaction product. The product is: [OH:19][CH:12]1[C:5]2[C:6]3[C:11](=[CH:10][CH:9]=[CH:8][CH:7]=3)[C:2](=[O:1])[NH:3][C:4]=2[C:18]2[CH:17]=[CH:16][CH:15]=[CH:14][C:13]1=2. (6) Given the reactants C(OC(=O)[NH:7][C@H:8]1[C:17]2[C:12](=[CH:13][C:14]([C:18]([CH2:20][N:21]3[CH2:26][CH2:25][CH2:24][CH2:23][CH2:22]3)=[CH2:19])=[CH:15][CH:16]=2)[CH2:11][CH2:10][CH2:9]1)(C)(C)C.C(O)(C(F)(F)F)=O, predict the reaction product. The product is: [N:21]1([CH2:20][C:18]([C:14]2[CH:13]=[C:12]3[C:17](=[CH:16][CH:15]=2)[C@H:8]([NH2:7])[CH2:9][CH2:10][CH2:11]3)=[CH2:19])[CH2:22][CH2:23][CH2:24][CH2:25][CH2:26]1. (7) The product is: [CH3:35][N:33]([CH3:34])[C:32]([CH:20]([NH:21][S:22]([C:25]1[CH:30]=[CH:29][C:28]([CH3:31])=[CH:27][CH:26]=1)(=[O:23])=[O:24])[CH2:19][C:16]1[CH:15]=[CH:14][C:13]([O:12][C:9]2[CH:8]=[CH:7][C:6]([CH2:5][CH2:4][C:3]([OH:37])=[O:2])=[CH:11][CH:10]=2)=[CH:18][CH:17]=1)=[O:36]. Given the reactants C[O:2][C:3](=[O:37])[CH2:4][CH2:5][C:6]1[CH:11]=[CH:10][C:9]([O:12][C:13]2[CH:18]=[CH:17][C:16]([CH2:19][CH:20]([C:32](=[O:36])[N:33]([CH3:35])[CH3:34])[NH:21][S:22]([C:25]3[CH:30]=[CH:29][C:28]([CH3:31])=[CH:27][CH:26]=3)(=[O:24])=[O:23])=[CH:15][CH:14]=2)=[CH:8][CH:7]=1.[OH-].[Li+], predict the reaction product.